From a dataset of Reaction yield outcomes from USPTO patents with 853,638 reactions. Predict the reaction yield, written as a fraction of the theoretical maximum amount of product (1.0 means a 100% yield; for example, 0.34 means a 34% yield). (1) The reactants are C[O:2][C:3]([C:5]1[S:6][CH:7]=[C:8]([Br:10])[CH:9]=1)=[O:4].[OH-:11].[Na+].CO.O.Cl. The catalyst is C(OCC)(=O)C. The product is [Br:10][C:8]1[C:9]([OH:11])=[C:5]([C:3]([OH:2])=[O:4])[S:6][CH:7]=1. The yield is 0.694. (2) The reactants are [F:1][C:2]([F:29])([F:28])[O:3][C:4]1[CH:9]=[CH:8][C:7]([N:10]2[CH:14]=[N:13][C:12]([C:15]3[CH:20]=[CH:19][C:18]([CH2:21][CH2:22]C(N=[N+]=[N-])=O)=[CH:17][CH:16]=3)=[N:11]2)=[CH:6][CH:5]=1.C(=O)([O-])[O-].[Cs+].[Cs+].[CH:36]([C:39]1[CH:44]=[CH:43][CH:42]=[CH:41][C:40]=1[NH:45][C:46]([NH2:48])=[S:47])([CH3:38])[CH3:37].NC([NH:52][C:53](N)=[O:54])=S.[C:56]([O-])(=[O:58])[CH3:57].[Na+].BrCC(OC)=O. The catalyst is C(#N)C.C(O)C.C(OCC)(=O)C. The product is [CH:36]([C:39]1[CH:44]=[CH:43][CH:42]=[CH:41][C:40]=1[N:45]1[C:56](=[O:58])[CH2:57][S:47]/[C:46]/1=[N:48]\[C:53]([NH:52][CH2:22][CH2:21][C:18]1[CH:19]=[CH:20][C:15]([C:12]2[N:13]=[CH:14][N:10]([C:7]3[CH:6]=[CH:5][C:4]([O:3][C:2]([F:29])([F:28])[F:1])=[CH:9][CH:8]=3)[N:11]=2)=[CH:16][CH:17]=1)=[O:54])([CH3:38])[CH3:37]. The yield is 0.620. (3) The reactants are [CH:1]1([O:6][N:7]2[C:15](=[O:16])[C:14]3[C:9](=[CH:10][CH:11]=[CH:12][CH:13]=3)[C:8]2=[O:17])[CH2:5]C=C[CH2:2]1.C[N+]1([O-])CCOCC1.[O:26]1[CH2:31][CH2:30][O:29]CC1.O. The catalyst is O=[Os](=O)(=O)=O. The product is [OH:26][C@H:31]1[C@@H:30]([OH:29])[CH2:2][CH:1]([O:6][N:7]2[C:15](=[O:16])[C:14]3[C:9](=[CH:10][CH:11]=[CH:12][CH:13]=3)[C:8]2=[O:17])[CH2:5]1. The yield is 0.770. (4) The reactants are [CH:1]1([N:6]2[C:15]3[N:14]=[C:13]([C:16]4[CH:21]=[CH:20][N:19]=[C:18](F)[CH:17]=4)[N:12]=[CH:11][C:10]=3[N:9]([CH3:23])[C:8](=[O:24])[C@H:7]2[CH2:25][CH3:26])[CH2:5][CH2:4][CH2:3][CH2:2]1.[NH:27]([CH3:29])[CH3:28].Cl.C([O-])([O-])=O.[Na+].[Na+]. The catalyst is CS(C)=O. The product is [CH:1]1([N:6]2[C:15]3[N:14]=[C:13]([C:16]4[CH:21]=[CH:20][N:19]=[C:18]([N:27]([CH3:29])[CH3:28])[CH:17]=4)[N:12]=[CH:11][C:10]=3[N:9]([CH3:23])[C:8](=[O:24])[C@H:7]2[CH2:25][CH3:26])[CH2:5][CH2:4][CH2:3][CH2:2]1. The yield is 0.600.